From a dataset of Catalyst prediction with 721,799 reactions and 888 catalyst types from USPTO. Predict which catalyst facilitates the given reaction. (1) Reactant: [C:1]1([CH3:11])[CH:6]=[CH:5][C:4](S(O)(=O)=O)=CC=1.[NH2:12][CH:13]([C:16]#[N:17])[C:14]#[N:15].N1C=CC=CC=1.C(OC)(OC)(OC)CCCC.[NH2:35][CH:36]([CH2:39][CH3:40])[CH2:37][CH3:38]. Product: [NH2:15][C:14]1[N:35]([CH:36]([CH2:39][CH3:40])[CH2:37][CH3:38])[C:4]([CH2:5][CH2:6][CH2:1][CH3:11])=[N:12][C:13]=1[C:16]#[N:17]. The catalyst class is: 10. (2) Reactant: Cl.[NH:2]1[CH2:5][CH:4]([C:6]2[CH:27]=[CH:26][C:9]3[C:10]4[N:14]([CH2:15][CH2:16][O:17][C:8]=3[CH:7]=2)[CH:13]=[C:12]([C:18]2[N:19]([CH:23]([CH3:25])[CH3:24])[N:20]=[CH:21][N:22]=2)[N:11]=4)[CH2:3]1.C(N(CC)CC)C.Cl[CH2:36][CH2:37][S:38](Cl)(=[O:40])=[O:39].Cl.[F:43][CH:44]1[CH2:47][NH:46][CH2:45]1. Product: [F:43][CH:44]1[CH2:47][N:46]([CH2:36][CH2:37][S:38]([N:2]2[CH2:3][CH:4]([C:6]3[CH:27]=[CH:26][C:9]4[C:10]5[N:14]([CH:13]=[C:12]([C:18]6[N:19]([CH:23]([CH3:24])[CH3:25])[N:20]=[CH:21][N:22]=6)[N:11]=5)[CH2:15][CH2:16][O:17][C:8]=4[CH:7]=3)[CH2:5]2)(=[O:40])=[O:39])[CH2:45]1. The catalyst class is: 2. (3) Reactant: Cl[C:2]1[N:7]=[C:6]([NH:8][C@H:9]2[C:18]3[C:13](=[C:14]([F:19])[CH:15]=[CH:16][CH:17]=3)[O:12][CH2:11][CH2:10]2)[C:5]([N+:20]([O-:22])=[O:21])=[CH:4][N:3]=1.[N:23]1[C:31]2[CH:30]=[CH:29][N:28]=[CH:27][C:26]=2[NH:25][CH:24]=1.C(=O)([O-])[O-].[K+].[K+]. Product: [F:19][C:14]1[CH:15]=[CH:16][CH:17]=[C:18]2[C:13]=1[O:12][CH2:11][CH2:10][C@H:9]2[NH:8][C:6]1[C:5]([N+:20]([O-:22])=[O:21])=[CH:4][N:3]=[C:2]([N:25]2[C:26]3[CH:27]=[N:28][CH:29]=[CH:30][C:31]=3[N:23]=[CH:24]2)[N:7]=1. The catalyst class is: 290. (4) Reactant: Cl.[O:2]1[CH2:7][CH2:6][NH:5][C:4]2[CH:8]=[CH:9][C:10]([OH:12])=[CH:11][C:3]1=2.C(=O)([O-])[O-].[Cs+].[Cs+].[CH2:19]([O:26][C:27]1[CH:28]=[C:29]2[C:34](=[CH:35][C:36]=1[O:37][CH3:38])[N:33]=[CH:32][CH:31]=[C:30]2Cl)[C:20]1[CH:25]=[CH:24][CH:23]=[CH:22][CH:21]=1. Product: [CH2:19]([O:26][C:27]1[CH:28]=[C:29]2[C:34](=[CH:35][C:36]=1[O:37][CH3:38])[N:33]=[CH:32][CH:31]=[C:30]2[O:12][C:10]1[CH:9]=[CH:8][C:4]2[NH:5][CH2:6][CH2:7][O:2][C:3]=2[CH:11]=1)[C:20]1[CH:25]=[CH:24][CH:23]=[CH:22][CH:21]=1. The catalyst class is: 3. (5) Reactant: C1C2C(COC([NH:18][C:19]([CH3:69])([C:21]([NH:23][C@H:24]([C:28]([N:30]([C@@H:32]([C@@H:65]([CH3:68])[CH2:66][CH3:67])[C@H:33]([O:63][CH3:64])[CH2:34][C:35]([N:37]3[CH2:41][CH2:40][CH2:39][C@H:38]3[C@H:42]([O:61][CH3:62])[C@@H:43]([CH3:60])[C:44](=[O:59])[NH:45][C@H:46]([C:54]3[S:55][CH:56]=[CH:57][N:58]=3)[CH2:47][C:48]3[CH:53]=[CH:52][CH:51]=[CH:50][CH:49]=3)=[O:36])[CH3:31])=[O:29])[CH:25]([CH3:27])[CH3:26])=[O:22])[CH3:20])=O)C3C(=CC=CC=3)C=2C=CC=1. Product: [CH3:20][C:19]([C:21]([NH:23][C@H:24]([C:28]([N:30]([C@@H:32]([C@@H:65]([CH3:68])[CH2:66][CH3:67])[C@H:33]([O:63][CH3:64])[CH2:34][C:35]([N:37]1[CH2:41][CH2:40][CH2:39][C@H:38]1[C@H:42]([O:61][CH3:62])[C@@H:43]([CH3:60])[C:44](=[O:59])[NH:45][C@H:46]([C:54]1[S:55][CH:56]=[CH:57][N:58]=1)[CH2:47][C:48]1[CH:53]=[CH:52][CH:51]=[CH:50][CH:49]=1)=[O:36])[CH3:31])=[O:29])[CH:25]([CH3:27])[CH3:26])=[O:22])([CH3:69])[NH2:18]. The catalyst class is: 4. (6) Reactant: [C:1]([O:5][C:6]([N:8]1[CH2:13][CH2:12][N:11]([C:14]2[CH:19]=[CH:18][C:17]([OH:20])=[CH:16][CH:15]=2)[CH2:10][CH2:9]1)=[O:7])([CH3:4])([CH3:3])[CH3:2].Br[CH2:22][C:23]1[CH:28]=[CH:27][CH:26]=[CH:25][CH:24]=1.C([O-])([O-])=O.[K+].[K+].O. Product: [C:1]([O:5][C:6]([N:8]1[CH2:13][CH2:12][N:11]([C:14]2[CH:15]=[CH:16][C:17]([O:20][CH2:22][C:23]3[CH:28]=[CH:27][CH:26]=[CH:25][CH:24]=3)=[CH:18][CH:19]=2)[CH2:10][CH2:9]1)=[O:7])([CH3:4])([CH3:2])[CH3:3]. The catalyst class is: 3.